From a dataset of Forward reaction prediction with 1.9M reactions from USPTO patents (1976-2016). Predict the product of the given reaction. (1) Given the reactants COC1C=CC(N2CCN(CCC3C=CC=CC=3)CC2)=CC=1.[F:23][C:24]1[CH:29]=[C:28]([O:30]C)[C:27]([F:32])=[CH:26][C:25]=1[N:33]1[CH2:38][CH2:37][N:36]([S:39]([CH2:42][CH2:43][CH2:44][CH2:45][CH2:46][CH2:47][CH2:48][CH3:49])(=[O:41])=[O:40])[CH2:35][CH2:34]1, predict the reaction product. The product is: [F:23][C:24]1[CH:29]=[C:28]([OH:30])[C:27]([F:32])=[CH:26][C:25]=1[N:33]1[CH2:38][CH2:37][N:36]([S:39]([CH2:42][CH2:43][CH2:44][CH2:45][CH2:46][CH2:47][CH2:48][CH3:49])(=[O:40])=[O:41])[CH2:35][CH2:34]1. (2) The product is: [CH3:21][S:18]([C:15]1[CH:16]=[CH:17][C:12]([NH:11][C:4]2[N:3]=[C:2]([N:22]3[CH2:27][CH2:26][CH2:25][CH2:24][CH2:23]3)[CH:10]=[CH:9][C:5]=2[C:6]([NH2:8])=[O:7])=[CH:13][CH:14]=1)(=[O:20])=[O:19]. Given the reactants Cl[C:2]1[CH:10]=[CH:9][C:5]([C:6]([NH2:8])=[O:7])=[C:4]([NH:11][C:12]2[CH:17]=[CH:16][C:15]([S:18]([CH3:21])(=[O:20])=[O:19])=[CH:14][CH:13]=2)[N:3]=1.[NH:22]1[CH2:27][CH2:26][CH2:25][CH2:24][CH2:23]1, predict the reaction product. (3) The product is: [CH:5]1([C:8]2[N:17]=[CH:16][C:15]3[C:10](=[CH:11][CH:12]=[C:3]([C:2]([OH:4])=[O:20])[CH:14]=3)[N:9]=2)[CH2:7][CH2:6]1. Given the reactants C[CH:2]([OH:4])[CH3:3].[CH:5]1([C:8]2[N:17]=[CH:16][C:15]3[C:10](=[CH:11][CH:12]=C(C#N)[CH:14]=3)[N:9]=2)[CH2:7][CH2:6]1.[OH-:20].[K+].Cl, predict the reaction product. (4) The product is: [CH2:18]([O:1][C:2]1[CH:3]=[C:4]([CH:7]=[CH:8][C:9]=1[O:14][CH2:11][CH2:32][CH2:31][CH2:30][CH2:29][CH2:28][CH2:27][CH2:26][CH2:25][CH2:24][CH2:23][CH2:22][CH2:21][CH2:20][CH2:19][CH3:18])[C:5]#[N:6])[CH2:19][CH2:20][CH2:21][CH2:22][CH2:23][CH2:24][CH2:25][CH2:26][CH2:27][CH2:28][CH2:29][CH2:30][CH2:31][CH2:32][CH3:33]. Given the reactants [OH:1][C:2]1[CH:3]=[C:4]([CH:7]=[CH:8][C:9]=1O)[C:5]#[N:6].[C:11](=[O:14])([O-])[O-].[K+].[K+].Br[CH2:18][CH2:19][CH2:20][CH2:21][CH2:22][CH2:23][CH2:24][CH2:25][CH2:26][CH2:27][CH2:28][CH2:29][CH2:30][CH2:31][CH2:32][CH3:33].[I-].[K+], predict the reaction product. (5) Given the reactants C([O:8][C:9]1[CH:18]=[C:17]2[C:12]([C:13]([O:19][C:20]3[C:21]([C:28]4[CH:33]=[CH:32][CH:31]=[C:30]([CH3:34])[N:29]=4)=[N:22][C:23]([CH3:27])=[C:24]([CH3:26])[CH:25]=3)=[CH:14][CH:15]=[N:16]2)=[CH:11][C:10]=1[O:35][CH3:36])C1C=CC=CC=1.CS(O)(=O)=O, predict the reaction product. The product is: [CH3:36][O:35][C:10]1[CH:11]=[C:12]2[C:17](=[CH:18][C:9]=1[OH:8])[N:16]=[CH:15][CH:14]=[C:13]2[O:19][C:20]1[C:21]([C:28]2[CH:33]=[CH:32][CH:31]=[C:30]([CH3:34])[N:29]=2)=[N:22][C:23]([CH3:27])=[C:24]([CH3:26])[CH:25]=1. (6) Given the reactants NC(N)=O.[NH2:5][C:6]1[C:7]([OH:21])=[C:8]([S:13]([NH:16][CH2:17][CH:18]2[CH2:20][CH2:19]2)(=[O:15])=[O:14])[C:9]([Cl:12])=[CH:10][CH:11]=1.[Cl:22][C:23]1[C:28]([Cl:29])=[CH:27][CH:26]=[CH:25][C:24]=1[N:30]=[C:31]=[O:32], predict the reaction product. The product is: [Cl:12][C:9]1[CH:10]=[CH:11][C:6]([NH:5][C:31]([NH:30][C:24]2[CH:25]=[CH:26][CH:27]=[C:28]([Cl:29])[C:23]=2[Cl:22])=[O:32])=[C:7]([OH:21])[C:8]=1[S:13]([NH:16][CH2:17][CH:18]1[CH2:20][CH2:19]1)(=[O:14])=[O:15]. (7) Given the reactants [OH:1][C:2]([CH3:44])([CH3:43])[C:3]([NH:5][NH:6][C:7]([C:9]1[S:10][C:11]([C:23]2[C:32]3[C:27](=[CH:28][CH:29]=[CH:30][CH:31]=3)[C:26]([S:33]([NH:36][C@@H:37]([CH3:42])[C:38]([F:41])([F:40])[F:39])(=[O:35])=[O:34])=[CH:25][CH:24]=2)=[C:12]([C:14]([N:16]2[CH2:21][CH2:20][CH:19]([CH3:22])[CH2:18][CH2:17]2)=[O:15])[N:13]=1)=[O:8])=O.CC1C=CC(S(Cl)(=O)=O)=CC=1.C(Cl)Cl, predict the reaction product. The product is: [OH:1][C:2]([C:3]1[O:8][C:7]([C:9]2[S:10][C:11]([C:23]3[C:32]4[C:27](=[CH:28][CH:29]=[CH:30][CH:31]=4)[C:26]([S:33]([NH:36][C@@H:37]([CH3:42])[C:38]([F:41])([F:40])[F:39])(=[O:35])=[O:34])=[CH:25][CH:24]=3)=[C:12]([C:14]([N:16]3[CH2:17][CH2:18][CH:19]([CH3:22])[CH2:20][CH2:21]3)=[O:15])[N:13]=2)=[N:6][N:5]=1)([CH3:44])[CH3:43].